Dataset: Full USPTO retrosynthesis dataset with 1.9M reactions from patents (1976-2016). Task: Predict the reactants needed to synthesize the given product. Given the product [NH4+:6].[OH-:1].[O:1]=[C:2]1[NH:10][C:5]2=[N:6][CH:7]=[CH:8][CH:9]=[C:4]2[C:3]21[CH2:21][C:13]1[CH:14]=[N:15][C:16]([NH:25][C:28](=[O:37])[O:51][C:47]([CH3:50])([CH3:49])[CH3:48])=[CH:17][C:12]=1[CH2:11]2, predict the reactants needed to synthesize it. The reactants are: [O:1]=[C:2]1[NH:10][C:5]2=[N:6][CH:7]=[CH:8][CH:9]=[C:4]2[C:3]21[CH2:21][C:13]1[CH:14]=[N:15][C:16](C([O-])=O)=[CH:17][C:12]=1[CH2:11]2.[Na+].C([N:25]([CH2:28]C)CC)C.C1(P(N=[N+]=[N-])(C2C=CC=CC=2)=[O:37])C=CC=CC=1.[C:47]([OH:51])([CH3:50])([CH3:49])[CH3:48].